From a dataset of Full USPTO retrosynthesis dataset with 1.9M reactions from patents (1976-2016). Predict the reactants needed to synthesize the given product. (1) Given the product [OH:16][C@H:15]([CH2:14][CH2:13][N:8]1[C:9](=[O:12])[CH:10]=[N:11][C:6]2[CH:5]=[CH:4][C:3]([O:2][CH3:1])=[N:18][C:7]1=2)[CH2:17][NH:19][C@@H:20]1[CH2:24][N:23]([C:25]2[CH:26]=[CH:27][C:28]3[O:29][CH2:30][C:31](=[O:35])[NH:32][C:33]=3[N:34]=2)[C:22](=[O:36])[CH2:21]1, predict the reactants needed to synthesize it. The reactants are: [CH3:1][O:2][C:3]1[CH:4]=[CH:5][C:6]2[N:11]=[CH:10][C:9](=[O:12])[N:8]([CH2:13][CH2:14][C@@H:15]3[CH2:17][O:16]3)[C:7]=2[N:18]=1.[NH2:19][C@@H:20]1[CH2:24][N:23]([C:25]2[CH:26]=[CH:27][C:28]3[O:29][CH2:30][C:31](=[O:35])[NH:32][C:33]=3[N:34]=2)[C:22](=[O:36])[CH2:21]1. (2) Given the product [C:13]1([S:23]([NH:1][C:2]2[S:3][CH:4]=[C:5]([CH2:7][C:8]([O:10][CH2:11][CH3:12])=[O:9])[N:6]=2)(=[O:25])=[O:24])[C:22]2[C:17](=[CH:18][CH:19]=[CH:20][CH:21]=2)[CH:16]=[CH:15][CH:14]=1, predict the reactants needed to synthesize it. The reactants are: [NH2:1][C:2]1[S:3][CH:4]=[C:5]([CH2:7][C:8]([O:10][CH2:11][CH3:12])=[O:9])[N:6]=1.[C:13]1([S:23](Cl)(=[O:25])=[O:24])[C:22]2[C:17](=[CH:18][CH:19]=[CH:20][CH:21]=2)[CH:16]=[CH:15][CH:14]=1.